The task is: Predict the reactants needed to synthesize the given product.. This data is from Full USPTO retrosynthesis dataset with 1.9M reactions from patents (1976-2016). (1) Given the product [F:20][C:17]1[CH:16]=[CH:15][C:14]([C:11]2[CH:12]=[CH:13][C:8]3[N:7]=[C:24]([C:25]4[CH:30]=[CH:29][CH:28]=[C:27]([N:31]5[CH:35]=[N:34][CH:33]=[N:32]5)[CH:26]=4)[CH2:23][C:22](=[O:37])[NH:21][C:9]=3[CH:10]=2)=[CH:19][CH:18]=1, predict the reactants needed to synthesize it. The reactants are: C(OC(=O)[NH:7][C:8]1[CH:13]=[CH:12][C:11]([C:14]2[CH:19]=[CH:18][C:17]([F:20])=[CH:16][CH:15]=2)=[CH:10][C:9]=1[NH:21][C:22](=[O:37])[CH2:23][C:24](=O)[C:25]1[CH:30]=[CH:29][CH:28]=[C:27]([N:31]2[CH:35]=[N:34][CH:33]=[N:32]2)[CH:26]=1)(C)(C)C.C(O)(C(F)(F)F)=O. (2) Given the product [F:28][C:26]1[CH:25]=[CH:24][C:23]([O:29][CH2:30][CH2:31][CH3:32])=[C:22]2[C:27]=1[C:18](=[O:20])[CH:17]=[C:16]([C:15]([F:14])([F:34])[F:33])[NH:21]2, predict the reactants needed to synthesize it. The reactants are: C1(OC2C=CC=CC=2)C=CC=CC=1.[F:14][C:15]([F:34])([F:33])[C:16]([NH:21][C:22]1[CH:27]=[C:26]([F:28])[CH:25]=[CH:24][C:23]=1[O:29][CH2:30][CH2:31][CH3:32])=[CH:17][C:18]([OH:20])=O. (3) The reactants are: [CH3:1][O:2][C:3]1[N:8]=[CH:7][N:6]=[C:5]([CH2:9][N:10]2[C:18]3[C:13](=[N:14][CH:15]=[C:16]([CH3:19])[CH:17]=3)[C:12]([C:20]([OH:22])=O)=[CH:11]2)[C:4]=1[CH3:23].C(N(CC)CC)C.CCCP1(OP(CCC)(=O)OP(CCC)(=O)O1)=O.[F:49][C@H:50]([CH3:53])[CH2:51][NH2:52]. Given the product [F:49][C@@H:50]([CH3:53])[CH2:51][NH:52][C:20]([C:12]1[C:13]2=[N:14][CH:15]=[C:16]([CH3:19])[CH:17]=[C:18]2[N:10]([CH2:9][C:5]2[C:4]([CH3:23])=[C:3]([O:2][CH3:1])[N:8]=[CH:7][N:6]=2)[CH:11]=1)=[O:22], predict the reactants needed to synthesize it. (4) Given the product [C:20]([C:13]1[CH:14]=[C:15]2[C:10](=[CH:11][CH:12]=1)[NH:9][CH:8]([C:3]1[CH:4]=[CH:5][CH:6]=[CH:7][C:2]=1[NH:1][S:28]([C:24]1[CH:23]=[N:22][CH:27]=[CH:26][CH:25]=1)(=[O:30])=[O:29])[CH2:17][C:16]2([CH3:18])[CH3:19])#[N:21], predict the reactants needed to synthesize it. The reactants are: [NH2:1][C:2]1[CH:7]=[CH:6][CH:5]=[CH:4][C:3]=1[CH:8]1[CH2:17][C:16]([CH3:19])([CH3:18])[C:15]2[C:10](=[CH:11][CH:12]=[C:13]([C:20]#[N:21])[CH:14]=2)[NH:9]1.[N:22]1[CH:27]=[CH:26][CH:25]=[C:24]([S:28](Cl)(=[O:30])=[O:29])[CH:23]=1.